Dataset: Forward reaction prediction with 1.9M reactions from USPTO patents (1976-2016). Task: Predict the product of the given reaction. (1) The product is: [O:17]([CH2:24][CH2:25][C@@H:26]1[NH:27][CH2:28][CH2:29][N:30]([C:5]2[C:4]3[CH:3]=[C:2]([CH3:1])[S:11][C:10]=3[NH:9][C:8]3[CH:12]=[CH:13][CH:14]=[CH:15][C:7]=3[N:6]=2)[CH2:31]1)[C:18]1[CH:23]=[CH:22][CH:21]=[CH:20][CH:19]=1. Given the reactants [CH3:1][C:2]1[S:11][C:10]2[NH:9][C:8]3[CH:12]=[CH:13][CH:14]=[CH:15][C:7]=3[NH:6][C:5](=S)[C:4]=2[CH:3]=1.[O:17]([CH2:24][CH2:25][C@H:26]1[CH2:31][NH:30][CH2:29][CH2:28][NH:27]1)[C:18]1[CH:23]=[CH:22][CH:21]=[CH:20][CH:19]=1, predict the reaction product. (2) Given the reactants [OH:1][C@H:2]([C:10]1[CH:19]=[CH:18][C:13]2[C:14](=[O:17])[O:15][CH2:16][C:12]=2[C:11]=1[CH3:20])[CH2:3][N:4]1[CH2:9][CH2:8][NH:7][CH2:6][CH2:5]1.[CH3:21][C:22]1[CH:23]=[C:24]([C:31]#[N:32])[CH:25]=[N:26][C:27]=1[CH:28]1[CH2:30][O:29]1, predict the reaction product. The product is: [OH:29][CH:28]([C:27]1[N:26]=[CH:25][C:24]([C:31]#[N:32])=[CH:23][C:22]=1[CH3:21])[CH2:30][N:7]1[CH2:8][CH2:9][N:4]([CH2:3][C@H:2]([OH:1])[C:10]2[CH:19]=[CH:18][C:13]3[C:14](=[O:17])[O:15][CH2:16][C:12]=3[C:11]=2[CH3:20])[CH2:5][CH2:6]1. (3) Given the reactants [C:1]([C:3]1[N:8]=[C:7]([NH:9][C:10]2[CH:15]=[C:14]([C:16]([F:19])([F:18])[F:17])[CH:13]=[CH:12][N:11]=2)[CH:6]=[C:5]([CH3:20])[CH:4]=1)#[CH:2].[N:21]([C@@H:24]1[C@@H:28]([OH:29])[CH2:27][N:26]([C:30]([O:32][CH2:33][C:34]2[CH:39]=[CH:38][CH:37]=[CH:36][CH:35]=2)=[O:31])[CH2:25]1)=[N+:22]=[N-:23].O=C1O[C@H]([C@H](CO)O)C([O-])=C1O.[Na+].C(O)(C)(C)C, predict the reaction product. The product is: [OH:29][C@H:28]1[C@H:24]([N:21]2[CH:2]=[C:1]([C:3]3[CH:4]=[C:5]([CH3:20])[CH:6]=[C:7]([NH:9][C:10]4[CH:15]=[C:14]([C:16]([F:18])([F:19])[F:17])[CH:13]=[CH:12][N:11]=4)[N:8]=3)[N:23]=[N:22]2)[CH2:25][N:26]([C:30]([O:32][CH2:33][C:34]2[CH:39]=[CH:38][CH:37]=[CH:36][CH:35]=2)=[O:31])[CH2:27]1. (4) The product is: [ClH:35].[Br:1][C:2]1[CH:7]=[CH:6][C:5]2[NH:8][C:36](=[O:38])[N:9]([CH:10]3[CH2:15][CH2:14][N:13]([C@H:16]4[CH2:21][CH2:20][C@H:19]([O:22][CH2:23][CH2:24][CH3:25])[CH2:18][CH2:17]4)[CH2:12][CH2:11]3)[C:4]=2[CH:3]=1. Given the reactants [Br:1][C:2]1[CH:3]=[C:4]([NH:9][CH:10]2[CH2:15][CH2:14][N:13]([C@H:16]3[CH2:21][CH2:20][C@H:19]([O:22][CH2:23][CH2:24][CH3:25])[CH2:18][CH2:17]3)[CH2:12][CH2:11]2)[C:5]([NH2:8])=[CH:6][CH:7]=1.C(N(C(C)C)CC)(C)C.[Cl:35][C:36](Cl)([O:38]C(=O)OC(Cl)(Cl)Cl)Cl, predict the reaction product. (5) Given the reactants [C:1]([O:11][CH2:12][CH3:13])(=[O:10])[CH:2]=[CH:3][CH2:4][C:5]([O:7][CH2:8][CH3:9])=[O:6].[Cl:14][C:15]1[CH:16]=[C:17](I)[CH:18]=[CH:19][CH:20]=1.C([O-])(=O)C.[Na+].O, predict the reaction product. The product is: [Cl:14][C:15]1[CH:20]=[C:19](/[C:3](/[CH2:4][C:5]([O:7][CH2:8][CH3:9])=[O:6])=[CH:2]/[C:1]([O:11][CH2:12][CH3:13])=[O:10])[CH:18]=[CH:17][CH:16]=1.